From a dataset of Forward reaction prediction with 1.9M reactions from USPTO patents (1976-2016). Predict the product of the given reaction. (1) Given the reactants CC1(C)C(C)(C)OB([C:9]2[CH:10]=[CH:11][CH:12]=[N:13][CH:14]=2)O1.[CH2:16]([O:23][CH2:24][CH2:25][O:26][C:27]1[CH:32]=[CH:31][C:30]([NH:33][C:34](=[O:45])[CH2:35][C:36]2[C:41]([F:42])=[CH:40][C:39](Br)=[CH:38][C:37]=2[F:44])=[CH:29][C:28]=1[C:46]([F:49])([F:48])[F:47])[C:17]1[CH:22]=[CH:21][CH:20]=[CH:19][CH:18]=1.[C:50]([O-:53])([O-])=O.[Cs+].[Cs+], predict the reaction product. The product is: [CH2:16]([O:23][CH2:24][CH2:25][O:26][C:27]1[CH:32]=[CH:31][C:30]([NH:33][C:34](=[O:45])[CH2:35][C:36]2[C:41]([F:42])=[CH:40][C:39]([C:11]3[CH:12]=[N:13][C:14]([O:23][CH2:16][C:17]4[CH:22]=[CH:21][C:20]([O:53][CH3:50])=[CH:19][CH:18]=4)=[C:9]([O:26][CH2:25][CH3:24])[CH:10]=3)=[CH:38][C:37]=2[F:44])=[CH:29][C:28]=1[C:46]([F:49])([F:48])[F:47])[C:17]1[CH:22]=[CH:21][CH:20]=[CH:19][CH:18]=1. (2) Given the reactants [CH3:1][O:2][CH:3]([C:7]1[CH:16]=[CH:15][C:14]2[C:9](=[CH:10][CH:11]=[C:12]([O:17][CH3:18])[CH:13]=2)[CH:8]=1)[C:4]([OH:6])=O.[NH2:19][CH2:20][C:21]1[CH:28]=[CH:27][C:24]([C:25]#[N:26])=[CH:23][CH:22]=1, predict the reaction product. The product is: [C:20]([C:21]1[CH:28]=[CH:27][C:24]([CH2:25][NH:26][C:4](=[O:6])[CH:3]([O:2][CH3:1])[C:7]2[CH:16]=[CH:15][C:14]3[C:9](=[CH:10][CH:11]=[C:12]([O:17][CH3:18])[CH:13]=3)[CH:8]=2)=[CH:23][CH:22]=1)#[N:19]. (3) Given the reactants [Cl-].[Al+3].[Cl-].[Cl-].[CH3:5][N:6]1[CH2:11][CH2:10][CH:9]([C:12](Cl)=[O:13])[CH2:8][CH2:7]1.[Cl:15][C:16]1[CH:21]=[CH:20][CH:19]=[CH:18][CH:17]=1, predict the reaction product. The product is: [Cl:15][C:16]1[CH:21]=[CH:20][C:19]([C:12]([CH:9]2[CH2:10][CH2:11][N:6]([CH3:5])[CH2:7][CH2:8]2)=[O:13])=[CH:18][CH:17]=1.